The task is: Predict the product of the given reaction.. This data is from Forward reaction prediction with 1.9M reactions from USPTO patents (1976-2016). (1) Given the reactants [C:1]([O:5][C:6]([N:8]1[CH2:13][CH2:12][C:11]([C:20]([OH:22])=[O:21])([C:14]2[CH:19]=[CH:18][CH:17]=[CH:16][CH:15]=2)[CH2:10][CH2:9]1)=[O:7])([CH3:4])([CH3:3])[CH3:2].CO.[C:25](=O)([O-])O.[Na+], predict the reaction product. The product is: [C:1]([O:5][C:6]([N:8]1[CH2:9][CH2:10][C:11]([C:20]([O:22][CH3:25])=[O:21])([C:14]2[CH:19]=[CH:18][CH:17]=[CH:16][CH:15]=2)[CH2:12][CH2:13]1)=[O:7])([CH3:4])([CH3:2])[CH3:3]. (2) Given the reactants [C:1]([O:5][C:6]([N:8]1[C@@H:12]([CH2:13][CH2:14][C:15]2[CH:20]=[CH:19][C:18]([NH2:21])=[CH:17][CH:16]=2)[CH2:11][O:10][C:9]1([CH3:23])[CH3:22])=[O:7])([CH3:4])([CH3:3])[CH3:2].[CH:24]1[C:33]2[CH:32]=[CH:31][CH:30]=[C:29]([S:34](Cl)(=[O:36])=[O:35])[C:28]=2[CH:27]=[CH:26][N:25]=1, predict the reaction product. The product is: [C:1]([O:5][C:6]([N:8]1[C@@H:12]([CH2:13][CH2:14][C:15]2[CH:16]=[CH:17][C:18]([NH:21][S:34]([C:29]3[C:28]4[CH:27]=[CH:26][N:25]=[CH:24][C:33]=4[CH:32]=[CH:31][CH:30]=3)(=[O:35])=[O:36])=[CH:19][CH:20]=2)[CH2:11][O:10][C:9]1([CH3:23])[CH3:22])=[O:7])([CH3:4])([CH3:2])[CH3:3]. (3) The product is: [OH:39][C:35]1[CH:34]=[C:33]([NH:32][CH:2]=[C:3]2[C:11]3[C:6](=[CH:7][CH:8]=[C:9]([C:12]([C:14]4[CH:19]=[CH:18][C:17]([NH:20][C:21]([C:23]5[N:24]([CH2:29][CH3:30])[N:25]=[C:26]([CH3:28])[CH:27]=5)=[O:22])=[CH:16][CH:15]=4)=[O:13])[CH:10]=3)[NH:5][C:4]2=[O:31])[CH:38]=[CH:37][CH:36]=1. Given the reactants O[CH:2]=[C:3]1[C:11]2[C:6](=[CH:7][CH:8]=[C:9]([C:12]([C:14]3[CH:19]=[CH:18][C:17]([NH:20][C:21]([C:23]4[N:24]([CH2:29][CH3:30])[N:25]=[C:26]([CH3:28])[CH:27]=4)=[O:22])=[CH:16][CH:15]=3)=[O:13])[CH:10]=2)[NH:5][C:4]1=[O:31].[NH2:32][C:33]1[CH:34]=[C:35]([OH:39])[CH:36]=[CH:37][CH:38]=1, predict the reaction product. (4) Given the reactants Cl.[F:2][C:3]1[CH:8]=[C:7]([S:9]([CH3:12])(=[O:11])=[O:10])[CH:6]=[CH:5][C:4]=1[C:13]1[CH:18]=[CH:17][C:16]([O:19][CH2:20][CH:21]2[CH2:26][CH2:25][NH:24][CH2:23][CH2:22]2)=[CH:15][CH:14]=1.Cl[C:28]1[N:33]=[CH:32][C:31]([Br:34])=[CH:30][N:29]=1.C([O-])([O-])=O.[K+].[K+], predict the reaction product. The product is: [Br:34][C:31]1[CH:30]=[N:29][C:28]([N:24]2[CH2:25][CH2:26][CH:21]([CH2:20][O:19][C:16]3[CH:15]=[CH:14][C:13]([C:4]4[CH:5]=[CH:6][C:7]([S:9]([CH3:12])(=[O:11])=[O:10])=[CH:8][C:3]=4[F:2])=[CH:18][CH:17]=3)[CH2:22][CH2:23]2)=[N:33][CH:32]=1.